Task: Predict the reactants needed to synthesize the given product.. Dataset: Full USPTO retrosynthesis dataset with 1.9M reactions from patents (1976-2016) (1) Given the product [C:1]([C:5]1[N:6]=[C:7]([C:11]([Cl:17])=[O:13])[O:8][C:9]=1[CH3:10])([CH3:4])([CH3:3])[CH3:2], predict the reactants needed to synthesize it. The reactants are: [C:1]([C:5]1[N:6]=[C:7]([C:11]([OH:13])=O)[O:8][C:9]=1[CH3:10])([CH3:4])([CH3:3])[CH3:2].C(Cl)(=O)C([Cl:17])=O.CN(C=O)C. (2) The reactants are: [NH2:1][C:2]1[CH:19]=[CH:18][C:5]([O:6][C:7]2[C:16]3[N:15]=[CH:14][C:13](=[O:17])[NH:12][C:11]=3[N:10]=[CH:9][CH:8]=2)=[CH:4][C:3]=1[F:20].[N:21]1[CH:26]=[CH:25][CH:24]=[C:23]([O:27][C:28]2[CH:33]=[CH:32][C:31]([C:34]([F:37])([F:36])[F:35])=[CH:30][C:29]=2[NH:38][C:39](=O)[O:40]C2C=CC=CC=2)[CH:22]=1. Given the product [F:20][C:3]1[CH:4]=[C:5]([O:6][C:7]2[C:16]3[N:15]=[CH:14][C:13](=[O:17])[NH:12][C:11]=3[N:10]=[CH:9][CH:8]=2)[CH:18]=[CH:19][C:2]=1[NH:1][C:39]([NH:38][C:29]1[CH:30]=[C:31]([C:34]([F:36])([F:35])[F:37])[CH:32]=[CH:33][C:28]=1[O:27][C:23]1[CH:22]=[N:21][CH:26]=[CH:25][CH:24]=1)=[O:40], predict the reactants needed to synthesize it. (3) The reactants are: [C:1]([O:5][C:6](=[O:14])[NH:7][C:8]1[C:9]([CH3:13])=[N:10][S:11][CH:12]=1)([CH3:4])([CH3:3])[CH3:2].[Li+].CC([N-]C(C)C)C.[C:23](=[O:25])=[O:24]. Given the product [C:1]([O:5][C:6]([NH:7][C:8]1[C:9]([CH3:13])=[N:10][S:11][C:12]=1[C:23]([OH:25])=[O:24])=[O:14])([CH3:4])([CH3:3])[CH3:2], predict the reactants needed to synthesize it. (4) The reactants are: Cl[CH2:2][CH2:3][CH2:4][CH2:5][N:6]1[C:14]([O:15]C)=[N:13][C:12]2[C:7]1=[N:8][C:9]([NH:18][C@@H:19]([CH3:23])[CH2:20][CH2:21][CH3:22])=[N:10][C:11]=2[NH2:17].[CH3:24][CH:25]([N:27]1[CH2:32][CH2:31][NH:30][CH2:29][CH2:28]1)[CH3:26]. Given the product [NH2:17][C:11]1[N:10]=[C:9]([NH:18][C@@H:19]([CH3:23])[CH2:20][CH2:21][CH3:22])[N:8]=[C:7]2[C:12]=1[NH:13][C:14](=[O:15])[N:6]2[CH2:5][CH2:4][CH2:3][CH2:2][N:30]1[CH2:31][CH2:32][N:27]([CH:25]([CH3:26])[CH3:24])[CH2:28][CH2:29]1, predict the reactants needed to synthesize it. (5) The reactants are: [CH3:1][C:2]1[C:7]([CH3:8])=[CH:6][CH:5]=[CH:4][C:3]=1[CH:9]([CH:11]1O[CH:14]=[N:13][CH:12]1S(C1C=CC(C)=CC=1)(=O)=O)[CH3:10].[NH3:26]. Given the product [CH3:8][C:7]1[C:2]([CH3:1])=[C:3]([CH:9]([C:11]2[N:26]=[CH:14][NH:13][CH:12]=2)[CH3:10])[CH:4]=[CH:5][CH:6]=1, predict the reactants needed to synthesize it. (6) Given the product [CH3:1][O:2][C:3]1[CH:4]=[C:5]([CH:31]=[CH:32][C:33]=1[O:34][CH3:35])[CH2:6][CH:7]1[C:16]2[C:11](=[C:12]([O:19][CH2:38][CH:37]=[CH2:36])[CH:13]=[CH:14][C:15]=2[O:17][CH3:18])[CH2:10][CH2:9][N:8]1[CH2:20][C:21]([NH:23][CH2:24][C:25]1[CH:30]=[CH:29][CH:28]=[CH:27][N:26]=1)=[O:22], predict the reactants needed to synthesize it. The reactants are: [CH3:1][O:2][C:3]1[CH:4]=[C:5]([CH:31]=[CH:32][C:33]=1[O:34][CH3:35])[CH2:6][CH:7]1[C:16]2[C:11](=[C:12]([OH:19])[CH:13]=[CH:14][C:15]=2[O:17][CH3:18])[CH2:10][CH2:9][N:8]1[CH2:20][C:21]([NH:23][CH2:24][C:25]1[CH:30]=[CH:29][CH:28]=[CH:27][N:26]=1)=[O:22].[CH2:36](Br)[CH:37]=[CH2:38]. (7) Given the product [C:1]([C:3]1[CH:11]=[CH:10][C:6]([C:7]([NH:19][CH3:17])=[O:8])=[C:5]([F:12])[CH:4]=1)#[N:2], predict the reactants needed to synthesize it. The reactants are: [C:1]([C:3]1[CH:11]=[CH:10][C:6]([C:7](O)=[O:8])=[C:5]([F:12])[CH:4]=1)#[N:2].C1C=CC2N(O)N=[N:19][C:17]=2C=1.CN(C=O)C.CN.C1COCC1.